This data is from Full USPTO retrosynthesis dataset with 1.9M reactions from patents (1976-2016). The task is: Predict the reactants needed to synthesize the given product. (1) The reactants are: [NH2:1][C:2]1[C:3]([O:16]C)=[C:4]([C:8]2[CH:9]=[C:10]([C:13]([OH:15])=[O:14])[O:11][CH:12]=2)[CH:5]=[CH:6][CH:7]=1.B(Br)(Br)[Br:19].CO. Given the product [BrH:19].[NH2:1][C:2]1[C:3]([OH:16])=[C:4]([C:8]2[CH:9]=[C:10]([C:13]([OH:15])=[O:14])[O:11][CH:12]=2)[CH:5]=[CH:6][CH:7]=1, predict the reactants needed to synthesize it. (2) Given the product [CH2:1]=[C:2]1[C:7](=[O:13])[CH:6]2[C:8]([CH3:10])([CH3:9])[C:3]1([CH3:11])[CH2:4][CH2:5]2, predict the reactants needed to synthesize it. The reactants are: [CH2:1]=[C:2]1[CH2:7][CH:6]2[C:8]([CH3:10])([CH3:9])[C:3]1([CH3:11])[CH2:4][CH2:5]2.[Se](=O)=[O:13]. (3) Given the product [F:1][C:2]1[CH:10]=[CH:9][CH:8]=[C:7]2[C:3]=1[C:4]([CH2:11][C:12]([OH:14])=[O:13])=[CH:5][N:6]2[CH2:18][C:19]1[CH:20]=[CH:21][C:22]([C:23](=[O:24])[NH:25][CH3:26])=[CH:27][CH:28]=1, predict the reactants needed to synthesize it. The reactants are: [F:1][C:2]1[CH:10]=[CH:9][CH:8]=[C:7]2[C:3]=1[C:4]([CH2:11][C:12]([O:14]CC)=[O:13])=[CH:5][NH:6]2.Cl[CH2:18][C:19]1[CH:28]=[CH:27][C:22]([C:23]([NH:25][CH3:26])=[O:24])=[CH:21][CH:20]=1. (4) Given the product [C:1]([C:5]1[N:10]=[C:9]([N:11]2[CH2:12][CH2:13][N:14]([CH2:17][CH2:18][CH2:19][CH2:20][NH:21][C:31]([N:33]3[CH2:34][CH2:35][C:43]4[NH:44][C:45]5[CH:46]=[CH:47][CH:48]=[CH:49][C:50]=5[C:42]=4[CH2:37]3)=[O:32])[CH2:15][CH2:16]2)[CH:8]=[C:7]([C:22]([CH3:25])([CH3:24])[CH3:23])[N:6]=1)([CH3:4])([CH3:3])[CH3:2], predict the reactants needed to synthesize it. The reactants are: [C:1]([C:5]1[N:10]=[C:9]([N:11]2[CH2:16][CH2:15][N:14]([CH2:17][CH2:18][CH2:19][CH2:20][NH2:21])[CH2:13][CH2:12]2)[CH:8]=[C:7]([C:22]([CH3:25])([CH3:24])[CH3:23])[N:6]=1)([CH3:4])([CH3:3])[CH3:2].C1N=CN([C:31]([N:33]2[CH:37]=N[CH:35]=[CH:34]2)=[O:32])C=1.C1[C:43]2[NH:44][C:45]3[C:50]([C:42]=2CCN1)=[CH:49][CH:48]=[CH:47][CH:46]=3.